The task is: Predict the product of the given reaction.. This data is from Forward reaction prediction with 1.9M reactions from USPTO patents (1976-2016). (1) Given the reactants Cl.[O:2]1[C:6]2([CH2:11][CH2:10][CH:9]([CH:12]([NH2:15])[CH2:13][CH3:14])[CH2:8][CH2:7]2)[O:5][CH2:4][CH2:3]1.[CH3:16][S:17](Cl)(=[O:19])=[O:18], predict the reaction product. The product is: [O:2]1[C:6]2([CH2:11][CH2:10][CH:9]([CH:12]([NH:15][S:17]([CH3:16])(=[O:19])=[O:18])[CH2:13][CH3:14])[CH2:8][CH2:7]2)[O:5][CH2:4][CH2:3]1. (2) Given the reactants [CH3:1][N:2]([CH3:31])[CH2:3][CH2:4][N:5]([CH2:20][C:21]1[CH:26]=[CH:25][CH:24]=[CH:23][C:22]=1[C:27]([F:30])([F:29])[F:28])[C:6]([NH:8][CH2:9][C:10]1[CH:19]=[CH:18][CH:17]=[C:16]2[C:11]=1[CH2:12][CH2:13][NH:14][CH2:15]2)=[O:7].[CH:32]1([CH:35]=O)[CH2:34][CH2:33]1.[BH3-]C#N.[Na+].C([O-])(O)=O.[Na+], predict the reaction product. The product is: [CH:32]1([CH2:35][N:14]2[CH2:13][CH2:12][C:11]3[C:16](=[CH:17][CH:18]=[CH:19][C:10]=3[CH2:9][NH:8][C:6](=[O:7])[N:5]([CH2:4][CH2:3][N:2]([CH3:31])[CH3:1])[CH2:20][C:21]3[CH:26]=[CH:25][CH:24]=[CH:23][C:22]=3[C:27]([F:30])([F:28])[F:29])[CH2:15]2)[CH2:34][CH2:33]1. (3) Given the reactants [CH3:1][C:2]1([CH3:8])[CH2:7][NH:6][CH2:5][CH2:4][NH:3]1.Br[CH2:10][CH2:11][C:12]1[CH:17]=[CH:16][C:15]([N+:18]([O-:20])=[O:19])=[CH:14][CH:13]=1.C([O-])([O-])=O.[K+].[K+], predict the reaction product. The product is: [CH3:1][C:2]1([CH3:8])[CH2:7][N:6]([CH2:10][CH2:11][C:12]2[CH:17]=[CH:16][C:15]([N+:18]([O-:20])=[O:19])=[CH:14][CH:13]=2)[CH2:5][CH2:4][N:3]1[CH2:10][CH2:11][C:12]1[CH:13]=[CH:14][C:15]([N+:18]([O-:20])=[O:19])=[CH:16][CH:17]=1. (4) Given the reactants [F:1][C:2]1[C:7]([O:8][C:9]([F:12])([F:11])[F:10])=[CH:6][CH:5]=[CH:4][C:3]=1[C:13]1[CH2:14][CH2:15][NH:16][CH2:17][CH:18]=1.Cl, predict the reaction product. The product is: [F:1][C:2]1[C:7]([O:8][C:9]([F:10])([F:11])[F:12])=[CH:6][CH:5]=[CH:4][C:3]=1[CH:13]1[CH2:14][CH2:15][NH:16][CH2:17][CH2:18]1.